From a dataset of Full USPTO retrosynthesis dataset with 1.9M reactions from patents (1976-2016). Predict the reactants needed to synthesize the given product. (1) The reactants are: Cl.C([O:10][CH2:11][CH2:12][O:13][CH2:14][CH2:15][N:16]1[C:24]2[C:23]([NH:25][C:26]3[CH:41]=[CH:40][C:29]([O:30][C:31]4[CH:39]=[CH:38][C:34]([C:35]([OH:37])=O)=[CH:33][CH:32]=4)=[C:28]([Cl:42])[CH:27]=3)=[N:22][CH:21]=[N:20][C:19]=2[CH:18]=[CH:17]1)(=O)C1C=CC=CC=1.[CH3:43][C:44]([NH2:47])([CH3:46])[CH3:45].Cl.C(N=C=NCCCN(C)C)C.O.ON1C2C=CC=CC=2N=N1. Given the product [ClH:42].[C:44]([NH:47][C:35](=[O:37])[C:34]1[CH:38]=[CH:39][C:31]([O:30][C:29]2[CH:40]=[CH:41][C:26]([NH:25][C:23]3[C:24]4[N:16]([CH2:15][CH2:14][O:13][CH2:12][CH2:11][OH:10])[CH:17]=[CH:18][C:19]=4[N:20]=[CH:21][N:22]=3)=[CH:27][C:28]=2[Cl:42])=[CH:32][CH:33]=1)([CH3:46])([CH3:45])[CH3:43], predict the reactants needed to synthesize it. (2) Given the product [CH2:54]([N:56]1[CH2:61][CH2:60][N:59]([C:49]([C:48]2[CH:47]=[CH:46][C:45]([C:43]3[NH:42][C:38]4=[N:39][CH:40]=[CH:41][C:36]([C:33]5[CH:34]=[CH:35][C:30]([O:29][CH3:28])=[CH:31][CH:32]=5)=[C:37]4[N:44]=3)=[CH:53][CH:52]=2)=[O:50])[CH2:58][CH2:57]1)[CH3:55], predict the reactants needed to synthesize it. The reactants are: C(N(CC)CC)C.[B-](F)(F)(F)F.CN(C(ON1C(=O)CCC1=O)=[N+](C)C)C.[CH3:28][O:29][C:30]1[CH:35]=[CH:34][C:33]([C:36]2[CH:41]=[CH:40][N:39]=[C:38]3[NH:42][C:43]([C:45]4[CH:53]=[CH:52][C:48]([C:49](O)=[O:50])=[CH:47][CH:46]=4)=[N:44][C:37]=23)=[CH:32][CH:31]=1.[CH2:54]([N:56]1[CH2:61][CH2:60][NH:59][CH2:58][CH2:57]1)[CH3:55].